From a dataset of Peptide-MHC class I binding affinity with 185,985 pairs from IEDB/IMGT. Regression. Given a peptide amino acid sequence and an MHC pseudo amino acid sequence, predict their binding affinity value. This is MHC class I binding data. (1) The peptide sequence is DSFAKQPQW. The MHC is HLA-A02:03 with pseudo-sequence HLA-A02:03. The binding affinity (normalized) is 0.0847. (2) The peptide sequence is YITIQDRPR. The MHC is HLA-A31:01 with pseudo-sequence HLA-A31:01. The binding affinity (normalized) is 0.545.